This data is from NCI-60 drug combinations with 297,098 pairs across 59 cell lines. The task is: Regression. Given two drug SMILES strings and cell line genomic features, predict the synergy score measuring deviation from expected non-interaction effect. (1) Drug 1: C1CC(=O)NC(=O)C1N2CC3=C(C2=O)C=CC=C3N. Drug 2: CCC1(CC2CC(C3=C(CCN(C2)C1)C4=CC=CC=C4N3)(C5=C(C=C6C(=C5)C78CCN9C7C(C=CC9)(C(C(C8N6C)(C(=O)OC)O)OC(=O)C)CC)OC)C(=O)OC)O.OS(=O)(=O)O. Cell line: HT29. Synergy scores: CSS=47.9, Synergy_ZIP=0.505, Synergy_Bliss=-4.13, Synergy_Loewe=-48.3, Synergy_HSA=-3.62. (2) Drug 1: CC12CCC3C(C1CCC2=O)CC(=C)C4=CC(=O)C=CC34C. Drug 2: CCC1(CC2CC(C3=C(CCN(C2)C1)C4=CC=CC=C4N3)(C5=C(C=C6C(=C5)C78CCN9C7C(C=CC9)(C(C(C8N6C)(C(=O)OC)O)OC(=O)C)CC)OC)C(=O)OC)O.OS(=O)(=O)O. Cell line: SK-MEL-5. Synergy scores: CSS=57.1, Synergy_ZIP=-2.13, Synergy_Bliss=-2.04, Synergy_Loewe=-20.8, Synergy_HSA=1.46. (3) Drug 1: C#CCC(CC1=CN=C2C(=N1)C(=NC(=N2)N)N)C3=CC=C(C=C3)C(=O)NC(CCC(=O)O)C(=O)O. Drug 2: C1=NC2=C(N1)C(=S)N=CN2. Cell line: NCI-H322M. Synergy scores: CSS=39.4, Synergy_ZIP=-2.29, Synergy_Bliss=-1.85, Synergy_Loewe=-1.14, Synergy_HSA=-1.36. (4) Drug 1: CN(CCCl)CCCl.Cl. Drug 2: C1CCC(C(C1)N)N.C(=O)(C(=O)[O-])[O-].[Pt+4]. Cell line: LOX IMVI. Synergy scores: CSS=49.2, Synergy_ZIP=-5.00, Synergy_Bliss=-3.10, Synergy_Loewe=-0.355, Synergy_HSA=1.54. (5) Drug 1: CCN(CC)CCNC(=O)C1=C(NC(=C1C)C=C2C3=C(C=CC(=C3)F)NC2=O)C. Drug 2: CCC1(C2=C(COC1=O)C(=O)N3CC4=CC5=C(C=CC(=C5CN(C)C)O)N=C4C3=C2)O.Cl. Synergy scores: CSS=6.60, Synergy_ZIP=-1.35, Synergy_Bliss=-4.28, Synergy_Loewe=-38.0, Synergy_HSA=-5.29. Cell line: HOP-62. (6) Drug 1: CN(C)N=NC1=C(NC=N1)C(=O)N. Drug 2: CCCCC(=O)OCC(=O)C1(CC(C2=C(C1)C(=C3C(=C2O)C(=O)C4=C(C3=O)C=CC=C4OC)O)OC5CC(C(C(O5)C)O)NC(=O)C(F)(F)F)O. Cell line: SF-539. Synergy scores: CSS=4.86, Synergy_ZIP=-2.95, Synergy_Bliss=-1.16, Synergy_Loewe=-0.364, Synergy_HSA=-0.153. (7) Cell line: HCT-15. Drug 2: CC12CCC3C(C1CCC2OP(=O)(O)O)CCC4=C3C=CC(=C4)OC(=O)N(CCCl)CCCl.[Na+]. Drug 1: CC1=C(C=C(C=C1)NC2=NC=CC(=N2)N(C)C3=CC4=NN(C(=C4C=C3)C)C)S(=O)(=O)N.Cl. Synergy scores: CSS=3.47, Synergy_ZIP=-1.20, Synergy_Bliss=-2.19, Synergy_Loewe=-4.06, Synergy_HSA=-5.14.